Dataset: Catalyst prediction with 721,799 reactions and 888 catalyst types from USPTO. Task: Predict which catalyst facilitates the given reaction. (1) Reactant: [F:1][C:2]([F:12])([F:11])[C:3]1[C:8]([C:9]#[N:10])=[CH:7][N:6]=[CH:5][CH:4]=1.N. Product: [NH2:10][CH2:9][C:8]1[CH:7]=[N:6][CH:5]=[CH:4][C:3]=1[C:2]([F:12])([F:1])[F:11]. The catalyst class is: 470. (2) Product: [CH3:1][S:2]([C:3]1[N:8]=[CH:7][N:6]=[C:5]([CH2:9][C:10]#[N:11])[CH:4]=1)=[O:17]. The catalyst class is: 2. Reactant: [CH3:1][S:2][C:3]1[N:8]=[CH:7][N:6]=[C:5]([CH2:9][C:10]#[N:11])[CH:4]=1.ClC1C=C(C=CC=1)C(OO)=[O:17]. (3) Reactant: [C:1]([C:3]1[CH:8]=[CH:7][CH:6]=[CH:5][C:4]=1[S:9]([NH:12][C:13]1[C:14]([F:23])=[CH:15][C:16]2[CH2:20][O:19][B:18]([OH:21])[C:17]=2[CH:22]=1)(=[O:11])=[O:10])#[N:2].N. Product: [NH2:2][CH2:1][C:3]1[CH:8]=[CH:7][CH:6]=[CH:5][C:4]=1[S:9]([NH:12][C:13]1[C:14]([F:23])=[CH:15][C:16]2[CH2:20][O:19][B:18]([OH:21])[C:17]=2[CH:22]=1)(=[O:10])=[O:11]. The catalyst class is: 319. (4) Reactant: N[CH2:2][CH2:3][CH2:4][Si:5]([O:12][CH2:13][CH3:14])([O:9][CH2:10][CH3:11])[O:6][CH2:7][CH3:8].C([N:17](CC)CC)C.[C:22](Cl)(=[O:25])[CH:23]=[CH2:24]. Product: [CH2:7]([O:6][Si:5]([O:12][CH2:13][CH3:14])([O:9][CH2:10][CH3:11])[CH2:4][CH2:3][CH2:2][C:23](=[CH2:24])[C:22]([NH2:17])=[O:25])[CH3:8]. The catalyst class is: 1. (5) Reactant: [C:1]([N:9]1[CH2:13][CH2:12][C@H:11]([NH:14][C:15](=[O:21])[O:16][C:17]([CH3:20])([CH3:19])[CH3:18])[CH2:10]1)(=[O:8])[C:2]1[CH:7]=[CH:6][CH:5]=[CH:4][CH:3]=1.[H-].[Na+].[CH3:24]I.O. Product: [C:1]([N:9]1[CH2:13][CH2:12][C@H:11]([N:14]([CH3:24])[C:15](=[O:21])[O:16][C:17]([CH3:18])([CH3:20])[CH3:19])[CH2:10]1)(=[O:8])[C:2]1[CH:3]=[CH:4][CH:5]=[CH:6][CH:7]=1. The catalyst class is: 31. (6) Reactant: [CH:1]1([C:4]2[C:5]([O:25][C@@H:26]([CH3:31])[C:27]([F:30])([F:29])[F:28])=[CH:6][C:7]([C:10]([NH:12][CH:13]([C:21]([CH3:24])([CH3:23])[CH3:22])[C:14]([O:16]C(C)(C)C)=[O:15])=[O:11])=[N:8][CH:9]=2)[CH2:3][CH2:2]1.FC(F)(F)C(O)=O. Product: [CH:1]1([C:4]2[C:5]([O:25][C@@H:26]([CH3:31])[C:27]([F:30])([F:28])[F:29])=[CH:6][C:7]([C:10]([NH:12][CH:13]([C:21]([CH3:24])([CH3:23])[CH3:22])[C:14]([OH:16])=[O:15])=[O:11])=[N:8][CH:9]=2)[CH2:3][CH2:2]1. The catalyst class is: 4. (7) Reactant: C[O:2][C:3](=O)[C:4]1[CH:9]=[CH:8][C:7]([N+:10]([O-:12])=[O:11])=[CH:6][C:5]=1[CH2:13][S:14][C:15]([CH3:18])([CH3:17])[CH3:16].C([BH-](CC)CC)C.[Li+]. Product: [C:15]([S:14][CH2:13][C:5]1[CH:6]=[C:7]([N+:10]([O-:12])=[O:11])[CH:8]=[CH:9][C:4]=1[CH2:3][OH:2])([CH3:18])([CH3:16])[CH3:17]. The catalyst class is: 1.